Task: Predict the reactants needed to synthesize the given product.. Dataset: Full USPTO retrosynthesis dataset with 1.9M reactions from patents (1976-2016) (1) Given the product [ClH:45].[CH3:1][O:2][CH2:3][CH2:4][O:5][C:6]1[CH:7]=[CH:8][C:9](/[CH:26]=[CH:27]/[C:28]([NH:29][S:30]([CH2:33][CH2:34][CH2:35][CH2:36][CH3:37])(=[O:31])=[O:32])=[O:38])=[C:10]([O:11][CH:12]2[CH2:13][CH2:14][NH:15][CH2:16][CH2:17]2)[CH:25]=1, predict the reactants needed to synthesize it. The reactants are: [CH3:1][O:2][CH2:3][CH2:4][O:5][C:6]1[CH:7]=[CH:8][C:9](/[CH:26]=[CH:27]/[C:28](=[O:38])[NH:29][S:30]([CH2:33][CH2:34][CH2:35][CH2:36][CH3:37])(=[O:32])=[O:31])=[C:10]([CH:25]=1)[O:11][CH:12]1[CH2:17][CH2:16][N:15](C(OC(C)(C)C)=O)[CH2:14][CH2:13]1.C(OC(=O)C)C.[ClH:45]. (2) Given the product [OH:7][C:8]([CH3:14])([CH3:13])[CH2:9][C:10]([N:20]1[CH:21]=[CH:22][C:18]([N+:15]([O-:17])=[O:16])=[N:19]1)=[O:11], predict the reactants needed to synthesize it. The reactants are: C(Cl)(=O)C(Cl)=O.[OH:7][C:8]([CH3:14])([CH3:13])[CH2:9][C:10](O)=[O:11].[N+:15]([C:18]1[CH:22]=[CH:21][NH:20][N:19]=1)([O-:17])=[O:16].[H-].[Na+]. (3) Given the product [Cl:3][C:4]1[CH:11]=[C:8]([CH:7]=[C:6]([O:12][CH3:13])[C:5]=1[O:14][CH2:16][CH2:17][OH:18])[CH:9]=[O:10], predict the reactants needed to synthesize it. The reactants are: [H-].[Na+].[Cl:3][C:4]1[C:5]([OH:14])=[C:6]([O:12][CH3:13])[CH:7]=[C:8]([CH:11]=1)[CH:9]=[O:10].Br[CH2:16][CH2:17][OH:18]. (4) Given the product [CH3:22][O:21][C:18]1[CH:19]=[CH:20][C:15]([C:13]([C:10]2[CH:11]=[CH:12][C:7]([NH:6][S:2]([CH3:1])(=[O:4])=[O:3])=[CH:8][CH:9]=2)=[O:14])=[CH:16][CH:17]=1, predict the reactants needed to synthesize it. The reactants are: [CH3:1][S:2](Cl)(=[O:4])=[O:3].[NH2:6][C:7]1[CH:12]=[CH:11][C:10]([C:13]([C:15]2[CH:20]=[CH:19][C:18]([O:21][CH3:22])=[CH:17][CH:16]=2)=[O:14])=[CH:9][CH:8]=1.N1C=CC=CC=1. (5) Given the product [CH3:1][C:2]1[C:3]([NH:8][S:9]([C:12]2[S:13][C:14]([CH2:40][CH2:48][CH3:49])=[CH:15][C:16]=2[C:17]2[CH:22]=[CH:21][C:20]([CH2:23][N:24]3[C:33]4[C:28](=[C:29]([CH2:36][CH3:37])[N:30]=[C:31]([CH2:34][CH3:35])[CH:32]=4)[CH:27]=[CH:26][C:25]3=[O:38])=[CH:19][C:18]=2[CH3:39])(=[O:11])=[O:10])=[N:4][O:5][C:6]=1[CH3:7], predict the reactants needed to synthesize it. The reactants are: [CH3:1][C:2]1[C:3]([N:8](COCCOC)[S:9]([C:12]2[S:13][C:14]([CH3:40])=[CH:15][C:16]=2[C:17]2[CH:22]=[CH:21][C:20]([CH2:23][N:24]3[C:33]4[C:28](=[C:29]([CH2:36][CH3:37])[N:30]=[C:31]([CH2:34][CH3:35])[CH:32]=4)[CH:27]=[CH:26][C:25]3=[O:38])=[CH:19][C:18]=2[CH3:39])(=[O:11])=[O:10])=[N:4][O:5][C:6]=1[CH3:7].Cl.[CH2:48](O)[CH3:49]. (6) Given the product [CH3:1][C@@:2]1([C:15]([O:17][CH3:18])=[O:16])[CH2:6][CH2:5][C:4](=[O:7])[NH:3]1, predict the reactants needed to synthesize it. The reactants are: [CH3:1][C@@:2]1([C:15]([O:17][CH3:18])=[O:16])[CH2:6][CH2:5][C:4](=[O:7])[N:3]1C(OC(C)(C)C)=O.C(O)(C(F)(F)F)=O. (7) Given the product [ClH:1].[CH3:31][N:18]([CH:15]1[CH2:16][CH2:17][N:12]([C:5]2[C:6]3[C:11](=[CH:10][CH:9]=[CH:8][CH:7]=3)[C:2]([C:37]3[CH:38]=[CH:39][C:34]([C:33]([F:44])([F:43])[F:32])=[CH:35][CH:36]=3)=[N:3][N:4]=2)[CH2:13][CH2:14]1)[C:19](=[O:30])[C:20]1[CH:25]=[CH:24][CH:23]=[CH:22][C:21]=1[C:26]([F:29])([F:28])[F:27], predict the reactants needed to synthesize it. The reactants are: [Cl:1][C:2]1[C:11]2[C:6](=[CH:7][CH:8]=[CH:9][CH:10]=2)[C:5]([N:12]2[CH2:17][CH2:16][CH:15]([N:18]([CH3:31])[C:19](=[O:30])[C:20]3[CH:25]=[CH:24][CH:23]=[CH:22][C:21]=3[C:26]([F:29])([F:28])[F:27])[CH2:14][CH2:13]2)=[N:4][N:3]=1.[F:32][C:33]([F:44])([F:43])[C:34]1[CH:39]=[CH:38][C:37](B(O)O)=[CH:36][CH:35]=1.C(=O)([O-])[O-].[Cs+].[Cs+].O1CCOCC1.